From a dataset of Forward reaction prediction with 1.9M reactions from USPTO patents (1976-2016). Predict the product of the given reaction. (1) The product is: [ClH:31].[CH2:1]([C:3]1[CH:30]=[CH:29][C:6]([CH2:7][O:8][C:9]2[CH:14]=[CH:13][C:12]([C:15]3([OH:26])[CH2:18][NH:17][CH2:16]3)=[CH:11][C:10]=2[O:27][CH3:28])=[CH:5][CH:4]=1)[CH3:2]. Given the reactants [CH2:1]([C:3]1[CH:30]=[CH:29][C:6]([CH2:7][O:8][C:9]2[CH:14]=[CH:13][C:12]([C:15]3([OH:26])[CH2:18][N:17](C(OC(C)(C)C)=O)[CH2:16]3)=[CH:11][C:10]=2[O:27][CH3:28])=[CH:5][CH:4]=1)[CH3:2].[ClH:31].C(OCC)(=O)C, predict the reaction product. (2) Given the reactants CO[C:3]([C:5]1[C:14]([OH:15])=[C:13]2[C:8]([CH:9]=[CH:10][C:11](=[O:23])[N:12]2[CH2:16][C:17]2[CH:22]=[CH:21][CH:20]=[CH:19][CH:18]=2)=[C:7]([C:24]#[N:25])[N:6]=1)=[O:4].[NH2:26][CH2:27][C:28]([OH:30])=[O:29].C[O-].[Na+], predict the reaction product. The product is: [CH2:16]([N:12]1[C:13]2[C:8](=[C:7]([C:24]#[N:25])[N:6]=[C:5]([C:3]([NH:26][CH2:27][C:28]([OH:30])=[O:29])=[O:4])[C:14]=2[OH:15])[CH:9]=[CH:10][C:11]1=[O:23])[C:17]1[CH:22]=[CH:21][CH:20]=[CH:19][CH:18]=1. (3) Given the reactants [CH2:1]1[C:10]2[C:5](=[CH:6][CH:7]=[CH:8][CH:9]=2)[CH2:4][CH2:3][NH:2]1.Cl[C:12]1[N:13]=[CH:14][CH:15]=[C:16]2[C:20]([CH3:21])=[C:19]([CH2:22][CH3:23])[NH:18][C:17]=12, predict the reaction product. The product is: [CH2:22]([C:19]1[NH:18][C:17]2=[C:12]([N:2]3[CH2:3][CH2:4][C:5]4[C:10](=[CH:9][CH:8]=[CH:7][CH:6]=4)[CH2:1]3)[N:13]=[CH:14][CH:15]=[C:16]2[C:20]=1[CH3:21])[CH3:23]. (4) The product is: [F:1][C:2]1[C:27]([F:28])=[CH:26][CH:25]=[CH:24][C:3]=1[CH2:4][S:5]([C:6]1[N:7]=[C:8]([NH:16][C@@H:17]([CH2:22][OH:23])[CH2:18][CH:19]([CH3:21])[CH3:20])[C:9]2[S:14][C:13](=[O:15])[NH:12][C:10]=2[N:11]=1)(=[O:30])=[O:44]. Given the reactants [F:1][C:2]1[C:27]([F:28])=[CH:26][CH:25]=[CH:24][C:3]=1[CH2:4][S:5][C:6]1[N:7]=[C:8]([NH:16][C@@H:17]([CH2:22][OH:23])[CH2:18][CH:19]([CH3:21])[CH3:20])[C:9]2[S:14][C:13](=[O:15])[NH:12][C:10]=2[N:11]=1.S([O-])(O[O-])(=O)=[O:30].[K+].[K+].S([O-])([O-])(=O)=S.[Na+].[Na+].[OH2:44], predict the reaction product. (5) Given the reactants [C:1]([C:3]1[CH:4]=[CH:5][C:6]([C:9]([NH:11][C:12]2[N:17]=[C:16]([C@:18]3([CH3:36])[CH2:23][C@@H:22]([C:24]([F:27])([F:26])[F:25])[O:21][C:20]([NH:28]C(=O)OC(C)(C)C)=[N:19]3)[C:15]([F:37])=[CH:14][CH:13]=2)=[O:10])=[N:7][CH:8]=1)#[N:2].C(O)(C(F)(F)F)=O, predict the reaction product. The product is: [NH2:28][C:20]1[O:21][C@H:22]([C:24]([F:25])([F:27])[F:26])[CH2:23][C@:18]([C:16]2[N:17]=[C:12]([NH:11][C:9](=[O:10])[C:6]3[CH:5]=[CH:4][C:3]([C:1]#[N:2])=[CH:8][N:7]=3)[CH:13]=[CH:14][C:15]=2[F:37])([CH3:36])[N:19]=1. (6) Given the reactants B(Br)(Br)Br.[Br:5][C:6]1[CH:7]=[N:8][C:9]([O:23]C)=[C:10]([CH:22]=1)[C:11]([NH:13][CH2:14][C:15]1[CH:20]=[CH:19][C:18]([F:21])=[CH:17][CH:16]=1)=[O:12].CO, predict the reaction product. The product is: [Br:5][C:6]1[CH:7]=[N:8][C:9]([OH:23])=[C:10]([CH:22]=1)[C:11]([NH:13][CH2:14][C:15]1[CH:16]=[CH:17][C:18]([F:21])=[CH:19][CH:20]=1)=[O:12]. (7) Given the reactants [Cl:1][C:2]1[N:7]=[C:6]([NH:8][C:9]2[CH:14]=[CH:13][C:12]([C@@H:15]3[O:20][CH2:19][CH2:18][N:17](C(OC(C)(C)C)=O)[CH2:16]3)=[CH:11][CH:10]=2)[C:5]([Cl:28])=[CH:4][N:3]=1.Cl.CCOCC, predict the reaction product. The product is: [ClH:1].[Cl:1][C:2]1[N:7]=[C:6]([NH:8][C:9]2[CH:10]=[CH:11][C:12]([C@@H:15]3[O:20][CH2:19][CH2:18][NH:17][CH2:16]3)=[CH:13][CH:14]=2)[C:5]([Cl:28])=[CH:4][N:3]=1. (8) Given the reactants [CH3:1][C:2]1[N:10]([CH2:11][C:12]2[CH:17]=[CH:16][C:15]([N+:18]([O-])=O)=[CH:14][CH:13]=2)[C:5]2=[N:6][CH:7]=[CH:8][CH:9]=[C:4]2[C:3]=1[CH2:21][C:22]([OH:24])=[O:23].[OH-].[Na+], predict the reaction product. The product is: [NH2:18][C:15]1[CH:14]=[CH:13][C:12]([CH2:11][N:10]2[C:5]3=[N:6][CH:7]=[CH:8][CH:9]=[C:4]3[C:3]([CH2:21][C:22]([OH:24])=[O:23])=[C:2]2[CH3:1])=[CH:17][CH:16]=1.